From a dataset of Forward reaction prediction with 1.9M reactions from USPTO patents (1976-2016). Predict the product of the given reaction. Given the reactants [NH2:1][C:2]1[CH:10]=[CH:9][C:5]([C:6]([OH:8])=[O:7])=[CH:4][C:3]=1[O:11][C:12]([F:15])([F:14])[F:13].S(Cl)(Cl)=O.[CH3:20]O, predict the reaction product. The product is: [CH3:20][O:7][C:6](=[O:8])[C:5]1[CH:9]=[CH:10][C:2]([NH2:1])=[C:3]([O:11][C:12]([F:13])([F:14])[F:15])[CH:4]=1.